From a dataset of Forward reaction prediction with 1.9M reactions from USPTO patents (1976-2016). Predict the product of the given reaction. Given the reactants [ClH:1].[C:2]([O:6][C:7](=[O:35])[CH2:8][CH:9]([NH2:34])[CH:10]1[O:14][N:13]=[C:12]([C:15]2[CH:20]=[CH:19][C:18]([O:21][CH2:22][C:23]3[C:32]4[C:27](=[CH:28][CH:29]=[CH:30][CH:31]=4)[N:26]=[C:25]([CH3:33])[CH:24]=3)=[CH:17][CH:16]=2)[CH2:11]1)(C)(C)C, predict the reaction product. The product is: [ClH:1].[ClH:1].[CH3:2][O:6][C:7](=[O:35])[CH2:8][CH:9]([NH2:34])[CH:10]1[O:14][N:13]=[C:12]([C:15]2[CH:16]=[CH:17][C:18]([O:21][CH2:22][C:23]3[C:32]4[C:27](=[CH:28][CH:29]=[CH:30][CH:31]=4)[N:26]=[C:25]([CH3:33])[CH:24]=3)=[CH:19][CH:20]=2)[CH2:11]1.